From a dataset of Full USPTO retrosynthesis dataset with 1.9M reactions from patents (1976-2016). Predict the reactants needed to synthesize the given product. (1) Given the product [ClH:22].[C:1]([C:5]1[CH:10]=[CH:9][C:8]([C:11]2[N:12]([C:30]([N:43]3[CH2:42][CH2:41][N:40]([CH2:39][C:38]([N:37]([CH3:47])[CH3:36])=[O:46])[CH2:45][CH2:44]3)=[O:31])[C@H:13]([C:23]3[CH:28]=[CH:27][C:26]([Cl:29])=[CH:25][CH:24]=3)[C@H:14]([C:16]3[CH:17]=[CH:18][C:19]([Cl:22])=[CH:20][CH:21]=3)[N:15]=2)=[C:7]([O:33][CH2:34][CH3:35])[CH:6]=1)([CH3:3])([CH3:2])[CH3:4], predict the reactants needed to synthesize it. The reactants are: [C:1]([C:5]1[CH:10]=[CH:9][C:8]([C:11]2[N:12]([C:30](Cl)=[O:31])[C@H:13]([C:23]3[CH:28]=[CH:27][C:26]([Cl:29])=[CH:25][CH:24]=3)[C@H:14]([C:16]3[CH:21]=[CH:20][C:19]([Cl:22])=[CH:18][CH:17]=3)[N:15]=2)=[C:7]([O:33][CH2:34][CH3:35])[CH:6]=1)([CH3:4])([CH3:3])[CH3:2].[CH3:36][N:37]([CH3:47])[C:38](=[O:46])[CH2:39][N:40]1[CH2:45][CH2:44][NH:43][CH2:42][CH2:41]1. (2) Given the product [Cl:28][C:25]1[CH:26]=[CH:27][C:22]([O:21][CH2:20][C:19]([N:10]2[C:11]3[CH:18]=[CH:17][CH:16]=[CH:15][C:12]=3[CH2:13][N:14]3[C:5]([C:3]([NH:40][CH2:39][C:38]4[CH:41]=[CH:42][C:35]([OH:34])=[C:36]([O:43][CH3:44])[CH:37]=4)=[O:4])=[CH:6][CH:7]=[C:8]3[CH2:9]2)=[O:30])=[C:23]([CH3:29])[CH:24]=1, predict the reactants needed to synthesize it. The reactants are: ClC(Cl)(Cl)[C:3]([C:5]1[N:14]2[C:8]([CH2:9][N:10]([C:19](=[O:30])[CH2:20][O:21][C:22]3[CH:27]=[CH:26][C:25]([Cl:28])=[CH:24][C:23]=3[CH3:29])[C:11]3[CH:18]=[CH:17][CH:16]=[CH:15][C:12]=3[CH2:13]2)=[CH:7][CH:6]=1)=[O:4].Cl.[OH:34][C:35]1[CH:42]=[CH:41][C:38]([CH2:39][NH2:40])=[CH:37][C:36]=1[O:43][CH3:44].C(N(CC)CC)C. (3) Given the product [CH3:25][N:26]1[CH2:27][CH2:28][N:29]([C:32]2[CH:38]=[CH:37][C:35]([NH:36][C:2]3[C:3]4[NH:15][N:14]=[CH:13][C:4]=4[N:5]=[C:6]([C:8]4[N:9]=[CH:10][O:11][CH:12]=4)[N:7]=3)=[CH:34][CH:33]=2)[CH2:30][CH2:31]1, predict the reactants needed to synthesize it. The reactants are: Cl[C:2]1[C:3]2[C:4](=[CH:13][N:14](CC3C=CC(OC)=CC=3)[N:15]=2)[N:5]=[C:6]([C:8]2[N:9]=[CH:10][O:11][CH:12]=2)[N:7]=1.[CH3:25][N:26]1[CH2:31][CH2:30][N:29]([C:32]2[CH:38]=[CH:37][C:35]([NH2:36])=[CH:34][CH:33]=2)[CH2:28][CH2:27]1.Cl.